This data is from Full USPTO retrosynthesis dataset with 1.9M reactions from patents (1976-2016). The task is: Predict the reactants needed to synthesize the given product. (1) Given the product [OH:19][CH:7]([C@@H:6]([NH:20][C:21](=[O:27])[O:22][C:23]([CH3:26])([CH3:25])[CH3:24])[CH2:5][CH2:4][CH2:3][CH2:2][NH:1][C:41]([N:35]1[CH2:40][CH2:39][O:38][CH2:37][CH2:36]1)=[O:42])[C:8](=[O:18])[NH:9][C@@H:10]([C:12]1[CH:17]=[CH:16][CH:15]=[CH:14][CH:13]=1)[CH3:11], predict the reactants needed to synthesize it. The reactants are: [NH2:1][CH2:2][CH2:3][CH2:4][CH2:5][C@H:6]([NH:20][C:21](=[O:27])[O:22][C:23]([CH3:26])([CH3:25])[CH3:24])[CH:7]([OH:19])[C:8](=[O:18])[NH:9][C@@H:10]([C:12]1[CH:17]=[CH:16][CH:15]=[CH:14][CH:13]=1)[CH3:11].C(N(CC)CC)C.[N:35]1([C:41](Cl)=[O:42])[CH2:40][CH2:39][O:38][CH2:37][CH2:36]1. (2) Given the product [O:32]=[C:31]1[N:26]([CH2:25][C:22]2[CH:23]=[C:24]3[C:19](=[CH:20][CH:21]=2)[NH:18][N:17]=[C:16]3[C:14]2[N:13]=[N:12][N:11]([C:8]3[CH:9]=[CH:10][C:5]([C:3]([OH:4])=[O:2])=[CH:6][CH:7]=3)[CH:15]=2)[N:27]=[C:28]([C:33]2[CH:34]=[CH:35][N:36]=[CH:37][CH:38]=2)[CH:29]=[CH:30]1, predict the reactants needed to synthesize it. The reactants are: C[O:2][C:3]([C:5]1[CH:10]=[CH:9][C:8]([N:11]2[CH:15]=[C:14]([C:16]3[C:24]4[C:19](=[CH:20][CH:21]=[C:22]([CH2:25][N:26]5[C:31](=[O:32])[CH:30]=[CH:29][C:28]([C:33]6[CH:38]=[CH:37][N:36]=[CH:35][CH:34]=6)=[N:27]5)[CH:23]=4)[N:18](C(OC(C)(C)C)=O)[N:17]=3)[N:13]=[N:12]2)=[CH:7][CH:6]=1)=[O:4].CN(C=O)C.CCO.Cl. (3) Given the product [ClH:37].[NH2:12][C@@H:8]([CH:9]([CH3:11])[CH3:10])[C:7]([N:5]1[CH2:6][C@H:2]([OH:1])[CH2:3][C@H:4]1[C:21]([NH:22][CH2:23][C:24]1[CH:29]=[CH:28][C:27]([C:30]2[S:34][CH:33]=[N:32][C:31]=2[CH3:35])=[CH:26][CH:25]=1)=[O:36])=[O:20], predict the reactants needed to synthesize it. The reactants are: [OH:1][C@H:2]1[CH2:6][N:5]([C:7](=[O:20])[C@@H:8]([NH:12]C(=O)OC(C)(C)C)[CH:9]([CH3:11])[CH3:10])[C@H:4]([C:21](=[O:36])[NH:22][CH2:23][C:24]2[CH:29]=[CH:28][C:27]([C:30]3[S:34][CH:33]=[N:32][C:31]=3[CH3:35])=[CH:26][CH:25]=2)[CH2:3]1.[ClH:37].O1CCOCC1. (4) Given the product [F:17][C:18]1[CH:25]=[C:24]([F:26])[CH:23]=[CH:22][C:19]=1[CH2:20][N:14]1[C:6]2=[CH:7][N:8]=[C:9]([C:10]([O:12][CH3:13])=[O:11])[C:4]([CH2:3][O:2][CH3:1])=[C:5]2[CH:16]=[CH:15]1, predict the reactants needed to synthesize it. The reactants are: [CH3:1][O:2][CH2:3][C:4]1[C:9]([C:10]([O:12][CH3:13])=[O:11])=[N:8][CH:7]=[C:6]2[NH:14][CH:15]=[CH:16][C:5]=12.[F:17][C:18]1[CH:25]=[C:24]([F:26])[CH:23]=[CH:22][C:19]=1[CH2:20]Br. (5) Given the product [N:21]1([C:26]2[N:31]=[C:30]([CH2:32][N:1]3[CH:2]([C:11]4[C:16]([O:17][CH3:18])=[CH:15][CH:14]=[CH:13][C:12]=4[O:19][CH3:20])[CH2:3][CH2:4][CH2:5][CH2:6][C:7]3=[O:9])[CH:29]=[CH:28][CH:27]=2)[CH:25]=[CH:24][CH:23]=[N:22]1, predict the reactants needed to synthesize it. The reactants are: [NH2:1][CH:2]([C:11]1[C:16]([O:17][CH3:18])=[CH:15][CH:14]=[CH:13][C:12]=1[O:19][CH3:20])[CH2:3][CH2:4][CH2:5][CH2:6][C:7]([O:9]C)=O.[N:21]1([C:26]2[N:31]=[C:30]([CH:32]=O)[CH:29]=[CH:28][CH:27]=2)[CH:25]=[CH:24][CH:23]=[N:22]1. (6) Given the product [CH3:33][Si:2]([CH3:32])([CH3:1])[CH2:3][CH2:4][O:5][CH2:6][N:7]1[C:15]2[CH:14]3[CH2:13][CH:12]([CH2:16]3)[CH2:11][C:10]=2[C:9]([C:29]([OH:31])=[O:30])=[N:8]1, predict the reactants needed to synthesize it. The reactants are: [CH3:1][Si:2]([CH3:33])([CH3:32])[CH2:3][CH2:4][O:5][CH2:6][N:7]1[C:15]2[CH2:14][CH2:13][CH:12]([C:16]3C=NN(COCC[Si](C)(C)C)C=3)[CH2:11][C:10]=2[C:9]([C:29]([OH:31])=[O:30])=[N:8]1.C12CC(C1)CCC2=O.